Task: Regression. Given a peptide amino acid sequence and an MHC pseudo amino acid sequence, predict their binding affinity value. This is MHC class II binding data.. Dataset: Peptide-MHC class II binding affinity with 134,281 pairs from IEDB (1) The MHC is DRB3_0202 with pseudo-sequence DRB3_0202. The binding affinity (normalized) is 0.472. The peptide sequence is NSFTAPNESYKKQVT. (2) The peptide sequence is PQPQQPQQPFPQPQ. The MHC is HLA-DQA10501-DQB10201 with pseudo-sequence HLA-DQA10501-DQB10201. The binding affinity (normalized) is 0. (3) The peptide sequence is RSRPRRTTRRMDRRT. The MHC is DRB1_1101 with pseudo-sequence DRB1_1101. The binding affinity (normalized) is 0.698. (4) The peptide sequence is SACLSPQAYQQGVTVDSIGMLPRFIPENQRTVAVY. The MHC is DRB1_0101 with pseudo-sequence DRB1_0101. The binding affinity (normalized) is 0.872. (5) The binding affinity (normalized) is 0.587. The MHC is HLA-DQA10101-DQB10501 with pseudo-sequence HLA-DQA10101-DQB10501. The peptide sequence is EIDTDGDGFIDFNEF. (6) The peptide sequence is ETALKKAITAMSE. The MHC is HLA-DQA10102-DQB10602 with pseudo-sequence HLA-DQA10102-DQB10602. The binding affinity (normalized) is 0.272.